This data is from Catalyst prediction with 721,799 reactions and 888 catalyst types from USPTO. The task is: Predict which catalyst facilitates the given reaction. (1) Reactant: [C:1]([C:4]1[C:9]2[CH2:10][C:11](=[CH:19][CH2:20][CH2:21][N:22]3[CH2:27][CH2:26][C:25]([C:29]4[CH:34]=[CH:33][C:32]([Cl:35])=[CH:31][CH:30]=4)([OH:28])[CH2:24][CH2:23]3)[C:12]3[C:13]([O:18][C:8]=2[CH:7]=[CH:6][CH:5]=1)=[N:14][CH:15]=[CH:16][CH:17]=3)([OH:3])=[O:2].C(=O)([O-])[O-].[K+].[K+].[CH2:42](I)[CH2:43][CH3:44]. Product: [Cl:35][C:32]1[CH:31]=[CH:30][C:29]([C:25]2([OH:28])[CH2:26][CH2:27][N:22]([CH2:21][CH2:20][CH:19]=[C:11]3[C:12]4[C:13](=[N:14][CH:15]=[CH:16][CH:17]=4)[O:18][C:8]4[CH:7]=[CH:6][CH:5]=[C:4]([C:1]([O:3][CH2:42][CH2:43][CH3:44])=[O:2])[C:9]=4[CH2:10]3)[CH2:23][CH2:24]2)=[CH:34][CH:33]=1. The catalyst class is: 39. (2) Reactant: [C:1]([O:4][C:5]1[CH:6]=[C:7]2[C:12](=[CH:13][C:14]=1[O:15][CH3:16])[N:11]=[CH:10][NH:9][C:8]2=O)(=[O:3])[CH3:2].C(N(C(C)C)C(C)C)C.P(Cl)(Cl)([Cl:29])=O.[Cl:32][C:33]1[C:34]([F:40])=[C:35]([CH:37]=[CH:38][CH:39]=1)[NH2:36]. Product: [ClH:29].[C:1]([O:4][C:5]1[CH:6]=[C:7]2[C:12](=[CH:13][C:14]=1[O:15][CH3:16])[N:11]=[CH:10][N:9]=[C:8]2[NH:36][C:35]1[CH:37]=[CH:38][CH:39]=[C:33]([Cl:32])[C:34]=1[F:40])(=[O:3])[CH3:2]. The catalyst class is: 11. (3) Reactant: [Cl:1][C:2]1[CH:3]=[C:4]([CH:8]([OH:33])[CH:9]([NH:25]C(=O)OC(C)(C)C)[CH2:10][C:11]2[CH:16]=[CH:15][C:14]([CH2:17][C:18]([F:24])([F:23])[C:19]([F:22])([F:21])[F:20])=[CH:13][CH:12]=2)[CH:5]=[CH:6][CH:7]=1.FC(F)(F)C(O)=O. Product: [NH2:25][CH:9]([CH2:10][C:11]1[CH:16]=[CH:15][C:14]([CH2:17][C:18]([F:24])([F:23])[C:19]([F:20])([F:21])[F:22])=[CH:13][CH:12]=1)[CH:8]([C:4]1[CH:5]=[CH:6][CH:7]=[C:2]([Cl:1])[CH:3]=1)[OH:33]. The catalyst class is: 22. (4) Reactant: [C:1]([O:5][C:6]([N:8]([C:32]([O:34][C:35]([CH3:38])([CH3:37])[CH3:36])=[O:33])[C:9]1[C:18]2[C:13](=[CH:14][C:15]([NH:19][CH:20]([C:24]3[CH:29]=[CH:28][CH:27]=[C:26]([S:30][CH3:31])[CH:25]=3)[C:21](O)=[O:22])=[CH:16][CH:17]=2)[CH:12]=[CH:11][N:10]=1)=[O:7])([CH3:4])([CH3:3])[CH3:2].[CH3:39][S:40]([C:43]1[CH:48]=[CH:47][CH:46]=[CH:45][C:44]=1[CH2:49][NH2:50])(=[O:42])=[O:41].C(N(C(C)C)CC)(C)C.Cl.CN(C)CCCN=C=NCC.ON1C2N=CC=CC=2N=N1. Product: [CH3:39][S:40]([C:43]1[CH:48]=[CH:47][CH:46]=[CH:45][C:44]=1[CH2:49][NH:50][C:21](=[O:22])[CH:20]([NH:19][C:15]1[CH:14]=[C:13]2[C:18](=[CH:17][CH:16]=1)[C:9]([N:8]([C:6]([O:5][C:1]([CH3:2])([CH3:3])[CH3:4])=[O:7])[C:32]([O:34][C:35]([CH3:36])([CH3:37])[CH3:38])=[O:33])=[N:10][CH:11]=[CH:12]2)[C:24]1[CH:29]=[CH:28][CH:27]=[C:26]([S:30][CH3:31])[CH:25]=1)(=[O:41])=[O:42]. The catalyst class is: 204. (5) Reactant: C([O:3][C:4](=[O:34])[CH2:5][CH2:6][N:7]([S:17]([C:20]1[CH:25]=[CH:24][C:23]([O:26][C:27]2[CH:32]=[CH:31][C:30]([F:33])=[CH:29][CH:28]=2)=[CH:22][CH:21]=1)(=[O:19])=[O:18])[C:8]1([C:13](=[O:16])[NH:14][OH:15])[CH2:12][CH2:11][CH2:10][CH2:9]1)C.C1(C)C=CC=CC=1.O.[OH-].[Na+]. The catalyst class is: 4. Product: [F:33][C:30]1[CH:29]=[CH:28][C:27]([O:26][C:23]2[CH:24]=[CH:25][C:20]([S:17]([N:7]([C:8]3([C:13](=[O:16])[NH:14][OH:15])[CH2:12][CH2:11][CH2:10][CH2:9]3)[CH2:6][CH2:5][C:4]([OH:34])=[O:3])(=[O:19])=[O:18])=[CH:21][CH:22]=2)=[CH:32][CH:31]=1.